From a dataset of Full USPTO retrosynthesis dataset with 1.9M reactions from patents (1976-2016). Predict the reactants needed to synthesize the given product. (1) Given the product [I-:1].[O:7]([C:8]1[CH:13]=[CH:12][C:11]([C:14]2[N:15]=[C:16]([NH3+:19])[S:17][CH:18]=2)=[CH:10][CH:9]=1)[C:6]1[CH:5]=[CH:4][CH:3]=[CH:21][CH:20]=1, predict the reactants needed to synthesize it. The reactants are: [I-:1].Cl[C:3]1[CH:21]=[CH:20][C:6]([O:7][C:8]2[CH:13]=[CH:12][C:11]([C:14]3[N:15]=[C:16]([NH3+:19])[S:17][CH:18]=3)=[CH:10][CH:9]=2)=[CH:5][CH:4]=1.[I-].ClC1C=C(C=CC=1Cl)OC1C=CC(C2N=C([NH3+])SC=2)=CC=1.[I-].S1C=CN=C1[NH3+].[I-].C1(C2C=CC=CC=2)C=CC(OC2C=CC(C3N=C([NH3+])SC=3)=CC=2)=CC=1.[I-].O(C1C=CC(OC2C=CC(C3N=C([NH3+])SC=3)=CC=2)=CC=1)C1C=CC=CC=1.[I-].C1(SC2C=CC(C3N=C([NH3+])SC=3)=CC=2)C=CC=CC=1.[I-].C1(C)C=CC(SC2C=CC(C3N=C([NH3+])SC=3)=CC=2)=CC=1. (2) Given the product [CH3:19][O:18][C:17]1[CH:16]=[CH:15][C:4]([C:5]([N:7]([CH3:14])[C:8]2[CH:9]=[N:10][CH:11]=[CH:12][CH:13]=2)=[O:6])=[CH:3][C:2]=1[N:20]1[CH:24]=[CH:23][CH:22]=[N:21]1, predict the reactants needed to synthesize it. The reactants are: Br[C:2]1[CH:3]=[C:4]([CH:15]=[CH:16][C:17]=1[O:18][CH3:19])[C:5]([N:7]([CH3:14])[C:8]1[CH:9]=[N:10][CH:11]=[CH:12][CH:13]=1)=[O:6].[NH:20]1[CH:24]=[CH:23][CH:22]=[N:21]1.C(=O)([O-])[O-].[K+].[K+].OC1C=CC=C2C=1N=CC=C2.